Dataset: TCR-epitope binding with 47,182 pairs between 192 epitopes and 23,139 TCRs. Task: Binary Classification. Given a T-cell receptor sequence (or CDR3 region) and an epitope sequence, predict whether binding occurs between them. (1) The epitope is GILGFVFTL. The TCR CDR3 sequence is CASSLFGTHQETQYF. Result: 1 (the TCR binds to the epitope). (2) The epitope is RLQSLQTYV. The TCR CDR3 sequence is CSVEVSGAETQYF. Result: 0 (the TCR does not bind to the epitope). (3) Result: 1 (the TCR binds to the epitope). The epitope is NLSALGIFST. The TCR CDR3 sequence is CASSPLVGSYNEQFF. (4) The epitope is KLPDDFTGCV. The TCR CDR3 sequence is CASSYSGGRSGELFF. Result: 1 (the TCR binds to the epitope).